From a dataset of Forward reaction prediction with 1.9M reactions from USPTO patents (1976-2016). Predict the product of the given reaction. (1) Given the reactants F[C:2]1[CH:17]=[C:16]([C:18]([F:21])([F:20])[F:19])[CH:15]=[CH:14][C:3]=1[C:4]([NH:6][C:7]1[CH:12]=[CH:11][NH:10][C:9](=[O:13])[CH:8]=1)=[O:5].[F:22][C:23]1[CH:28]=[CH:27][C:26]([OH:29])=[C:25]([CH2:30][OH:31])[CH:24]=1.C(=O)([O-])[O-].[Cs+].[Cs+], predict the reaction product. The product is: [F:22][C:23]1[CH:28]=[CH:27][C:26]([OH:29])=[C:25]([CH:24]=1)[CH2:30][O:31][C:2]1[CH:17]=[C:16]([C:18]([F:21])([F:20])[F:19])[CH:15]=[CH:14][C:3]=1[C:4]([NH:6][C:7]1[CH:12]=[CH:11][NH:10][C:9](=[O:13])[CH:8]=1)=[O:5]. (2) Given the reactants [C:1]([O:5][C:6]([N:8]1[CH2:13][CH2:12][CH2:11][C@@H:10]([C:14]([OH:16])=O)[CH2:9]1)=[O:7])([CH3:4])([CH3:3])[CH3:2].ClC(N(C)C)=C(C)C.[Cl:25][C:26]1[C:27]([C:33]2[CH:38]=[CH:37][CH:36]=[C:35]([NH:39][CH2:40][CH:41]3[CH2:46][CH2:45][O:44][CH2:43][CH2:42]3)[N:34]=2)=[CH:28][C:29]([NH2:32])=[N:30][CH:31]=1.N1C=CC=CC=1, predict the reaction product. The product is: [C:1]([O:5][C:6]([N:8]1[CH2:13][CH2:12][CH2:11][C@@H:10]([C:14](=[O:16])[NH:32][C:29]2[CH:28]=[C:27]([C:33]3[CH:38]=[CH:37][CH:36]=[C:35]([NH:39][CH2:40][CH:41]4[CH2:46][CH2:45][O:44][CH2:43][CH2:42]4)[N:34]=3)[C:26]([Cl:25])=[CH:31][N:30]=2)[CH2:9]1)=[O:7])([CH3:2])([CH3:3])[CH3:4]. (3) Given the reactants [OH:1][C:2]1[C:3](=[O:17])[NH:4][CH:5]=[C:6]([CH2:8][CH2:9][C:10]2[CH:15]=[CH:14][CH:13]=[CH:12][C:11]=2C)[CH:7]=1.COC1C(OC)=CC(CCC2C=CC=CC=2)=CN=1, predict the reaction product. The product is: [OH:1][C:2]1[C:3](=[O:17])[NH:4][CH:5]=[C:6]([CH2:8][CH2:9][C:10]2[CH:15]=[CH:14][CH:13]=[CH:12][CH:11]=2)[CH:7]=1. (4) Given the reactants [C:1]1([OH:7])[CH:6]=[CH:5][CH:4]=[CH:3][CH:2]=1.Br[CH2:9][CH2:10][CH2:11][CH2:12][CH2:13][CH2:14][CH2:15][OH:16].C(=O)([O-])[O-].[K+].[K+], predict the reaction product. The product is: [C:1]1([O:7][CH2:9][CH2:10][CH2:11][CH2:12][CH2:13][CH2:14][CH2:15][OH:16])[CH:6]=[CH:5][CH:4]=[CH:3][CH:2]=1. (5) The product is: [Cl:1][C:2]1[N:3]=[CH:4][C:5]([C:31]2[C:36]([F:37])=[CH:35][N:34]=[C:33]([NH:38][C:39]3[CH:44]=[CH:43][N:42]=[C:41]([CH3:45])[N:40]=3)[CH:32]=2)=[C:6]([CH3:20])[C:7]=1[NH:8][S:9]([C:12]1[CH:17]=[CH:16][C:15]([F:18])=[CH:14][C:13]=1[F:19])(=[O:10])=[O:11]. Given the reactants [Cl:1][C:2]1[C:7]([NH:8][S:9]([C:12]2[CH:17]=[CH:16][C:15]([F:18])=[CH:14][C:13]=2[F:19])(=[O:11])=[O:10])=[C:6]([CH3:20])[C:5](B2OC(C)(C)C(C)(C)O2)=[CH:4][N:3]=1.Cl[C:31]1[C:36]([F:37])=[CH:35][N:34]=[C:33]([NH:38][C:39]2[CH:44]=[CH:43][N:42]=[C:41]([CH3:45])[N:40]=2)[CH:32]=1.CC(C1C=C(C(C)C)C(C2C=CC=CC=2P(C2CCCCC2)C2CCCCC2)=C(C(C)C)C=1)C.[O-]P([O-])([O-])=O.[K+].[K+].[K+], predict the reaction product.